From a dataset of CYP2C19 inhibition data for predicting drug metabolism from PubChem BioAssay. Regression/Classification. Given a drug SMILES string, predict its absorption, distribution, metabolism, or excretion properties. Task type varies by dataset: regression for continuous measurements (e.g., permeability, clearance, half-life) or binary classification for categorical outcomes (e.g., BBB penetration, CYP inhibition). Dataset: cyp2c19_veith. (1) The compound is O=C(Nc1ccccc1)N1CCC2(CC1)CCN(S(=O)(=O)c1ccccc1)CC2. The result is 1 (inhibitor). (2) The compound is COc1ccc2nc(N3C(=O)CC(Cc4ccc(Cl)cc4)C3=O)sc2c1. The result is 1 (inhibitor). (3) The result is 1 (inhibitor). The drug is Cc1ccc(S(=O)(=O)N(CC(=O)NCCC2=CCCCC2)Cc2ccccc2F)cc1. (4) The molecule is Cc1ccccc1-c1nc(-c2ccc(NC(=O)c3cccs3)cc2)no1. The result is 1 (inhibitor). (5) The compound is Cc1ccc(-c2nn3c(C)nnc3c3ccccc23)cc1S(=O)(=O)NCc1ccccc1. The result is 1 (inhibitor). (6) The drug is O=P(O)(CCP(=O)(O)c1ccccc1)c1ccccc1. The result is 0 (non-inhibitor).